This data is from Reaction yield outcomes from USPTO patents with 853,638 reactions. The task is: Predict the reaction yield, written as a fraction of the theoretical maximum amount of product (1.0 means a 100% yield; for example, 0.34 means a 34% yield). (1) The reactants are [C:1]1(=O)[C:5]2=[C:6]3[C:11](=[CH:12][CH:13]=[C:4]2[NH:3][C:2]1=[O:14])[N:10]=[CH:9][CH:8]=[CH:7]3.[NH2:16][NH2:17]. The catalyst is CN(C=O)C.C(O)C. The product is [N:16](=[C:1]1[C:5]2=[C:6]3[C:11](=[CH:12][CH:13]=[C:4]2[NH:3][C:2]1=[O:14])[N:10]=[CH:9][CH:8]=[CH:7]3)[NH2:17]. The yield is 0.730. (2) The reactants are [C:1]([C:4]1[CH:9]=[CH:8][C:7]([O:10][CH3:11])=[CH:6][C:5]=1[NH:12][C:13]([C:15]1[S:16][CH:17]=[C:18]([CH:20]([CH3:22])[CH3:21])[N:19]=1)=O)(=[O:3])[CH3:2].CC(C)([O-])C.[K+]. The catalyst is CC(O)(C)C. The product is [CH:20]([C:18]1[N:19]=[C:15]([C:13]2[CH:2]=[C:1]([OH:3])[C:4]3[C:5](=[CH:6][C:7]([O:10][CH3:11])=[CH:8][CH:9]=3)[N:12]=2)[S:16][CH:17]=1)([CH3:22])[CH3:21]. The yield is 0.710. (3) The reactants are Br[C:2]1[CH:15]=[CH:14][C:5]2[N:6]=[C:7]([C@@H:9]3[CH2:12][C@H:11]([OH:13])[CH2:10]3)[S:8][C:4]=2[CH:3]=1.[N:16]1[CH:21]=[C:20](B(O)O)[CH:19]=[N:18][CH:17]=1.C(=O)([O-])[O-].[Na+].[Na+]. The catalyst is Cl[Pd](Cl)([P](C1C=CC=CC=1)(C1C=CC=CC=1)C1C=CC=CC=1)[P](C1C=CC=CC=1)(C1C=CC=CC=1)C1C=CC=CC=1.C1(P(C2CCCCC2)C2C=CC=CC=2C2C=CC=CC=2)CCCCC1.C(O)C.O1CCOCC1. The product is [N:16]1[CH:21]=[C:20]([C:2]2[CH:15]=[CH:14][C:5]3[N:6]=[C:7]([C@@H:9]4[CH2:12][C@H:11]([OH:13])[CH2:10]4)[S:8][C:4]=3[CH:3]=2)[CH:19]=[N:18][CH:17]=1. The yield is 0.846. (4) The reactants are Cl.Cl.[Cl:3][C:4]1[CH:5]=[C:6]([C:10]2[C:15]([O:16][CH3:17])=[CH:14][CH:13]=[C:12]([CH2:18][C:19]3[CH:20]=[CH:21][C:22]([CH:25]([NH2:27])[CH3:26])=[N:23][CH:24]=3)[C:11]=2[F:28])[CH:7]=[CH:8][CH:9]=1.O.[O-:30][C:31]#[N:32].[Na+].Cl. The catalyst is C(OCC)C.C(O)(=O)C. The product is [ClH:3].[Cl:3][C:4]1[CH:5]=[C:6]([C:10]2[C:15]([O:16][CH3:17])=[CH:14][CH:13]=[C:12]([CH2:18][C:19]3[CH:20]=[CH:21][C:22]([CH:25]([NH:27][C:31]([NH2:32])=[O:30])[CH3:26])=[N:23][CH:24]=3)[C:11]=2[F:28])[CH:7]=[CH:8][CH:9]=1. The yield is 1.00. (5) The reactants are [CH3:1][O:2][C:3]([C:5]1[CH:13]=[C:12]2[C:8]([CH:9]=[CH:10][NH:11]2)=[CH:7][CH:6]=1)=[O:4].Br[CH2:15][CH2:16][O:17][C:18]1[CH:23]=[CH:22][CH:21]=[CH:20][CH:19]=1.C([O-])([O-])=O.[K+].[K+]. The catalyst is CN(C=O)C.C(OCC)(=O)C. The product is [O:17]([CH2:16][CH2:15][N:11]1[C:12]2[C:8](=[CH:7][CH:6]=[C:5]([C:3]([O:2][CH3:1])=[O:4])[CH:13]=2)[CH:9]=[CH:10]1)[C:18]1[CH:23]=[CH:22][CH:21]=[CH:20][CH:19]=1. The yield is 0.750. (6) The reactants are [OH:1][C:2]1[CH:3]=[C:4]([NH:47][S:48]([CH3:51])(=[O:50])=[O:49])[CH:5]=[C:6]([C:8]2[C:16]3[C:15]([NH:17][C@H:18]([C:22]4[N:27]([C:28]5[CH:33]=[CH:32][CH:31]=[CH:30][CH:29]=5)[C:26](=[O:34])[C:25]5=[C:35]([CH3:38])[CH:36]=[CH:37][N:24]5[N:23]=4)[CH2:19][CH2:20][OH:21])=[N:14][CH:13]=[N:12][C:11]=3[N:10](COCC[Si](C)(C)C)[CH:9]=2)[CH:7]=1.FC(F)(F)C(O)=O.N. No catalyst specified. The product is [OH:1][C:2]1[CH:3]=[C:4]([NH:47][S:48]([CH3:51])(=[O:49])=[O:50])[CH:5]=[C:6]([C:8]2[C:16]3[C:15]([NH:17][C@H:18]([C:22]4[N:27]([C:28]5[CH:29]=[CH:30][CH:31]=[CH:32][CH:33]=5)[C:26](=[O:34])[C:25]5=[C:35]([CH3:38])[CH:36]=[CH:37][N:24]5[N:23]=4)[CH2:19][CH2:20][OH:21])=[N:14][CH:13]=[N:12][C:11]=3[NH:10][CH:9]=2)[CH:7]=1. The yield is 0.590.